This data is from NCI-60 drug combinations with 297,098 pairs across 59 cell lines. The task is: Regression. Given two drug SMILES strings and cell line genomic features, predict the synergy score measuring deviation from expected non-interaction effect. (1) Drug 1: C1CN1P(=S)(N2CC2)N3CC3. Drug 2: C1=CN(C=N1)CC(O)(P(=O)(O)O)P(=O)(O)O. Cell line: SW-620. Synergy scores: CSS=12.8, Synergy_ZIP=-3.86, Synergy_Bliss=-1.47, Synergy_Loewe=-1.80, Synergy_HSA=-2.34. (2) Drug 1: C1=NC2=C(N=C(N=C2N1C3C(C(C(O3)CO)O)F)Cl)N. Drug 2: C1CN1C2=NC(=NC(=N2)N3CC3)N4CC4. Cell line: U251. Synergy scores: CSS=31.3, Synergy_ZIP=-0.0995, Synergy_Bliss=-0.663, Synergy_Loewe=-1.57, Synergy_HSA=-0.812. (3) Drug 1: CC1=C2C(C(=O)C3(C(CC4C(C3C(C(C2(C)C)(CC1OC(=O)C(C(C5=CC=CC=C5)NC(=O)OC(C)(C)C)O)O)OC(=O)C6=CC=CC=C6)(CO4)OC(=O)C)OC)C)OC. Drug 2: CCN(CC)CCCC(C)NC1=C2C=C(C=CC2=NC3=C1C=CC(=C3)Cl)OC. Cell line: HL-60(TB). Synergy scores: CSS=82.4, Synergy_ZIP=14.5, Synergy_Bliss=11.0, Synergy_Loewe=-22.4, Synergy_HSA=11.9. (4) Drug 1: C1=CC(=C2C(=C1NCCNCCO)C(=O)C3=C(C=CC(=C3C2=O)O)O)NCCNCCO. Drug 2: CC1CCCC2(C(O2)CC(NC(=O)CC(C(C(=O)C(C1O)C)(C)C)O)C(=CC3=CSC(=N3)C)C)C. Cell line: HL-60(TB). Synergy scores: CSS=51.8, Synergy_ZIP=0.322, Synergy_Bliss=-0.807, Synergy_Loewe=-3.16, Synergy_HSA=-1.99. (5) Drug 1: CC1C(C(=O)NC(C(=O)N2CCCC2C(=O)N(CC(=O)N(C(C(=O)O1)C(C)C)C)C)C(C)C)NC(=O)C3=C4C(=C(C=C3)C)OC5=C(C(=O)C(=C(C5=N4)C(=O)NC6C(OC(=O)C(N(C(=O)CN(C(=O)C7CCCN7C(=O)C(NC6=O)C(C)C)C)C)C(C)C)C)N)C. Drug 2: C1=NC2=C(N1)C(=S)N=CN2. Cell line: MOLT-4. Synergy scores: CSS=73.5, Synergy_ZIP=-3.18, Synergy_Bliss=-4.76, Synergy_Loewe=-5.89, Synergy_HSA=-2.77. (6) Drug 1: CS(=O)(=O)C1=CC(=C(C=C1)C(=O)NC2=CC(=C(C=C2)Cl)C3=CC=CC=N3)Cl. Drug 2: CC(C1=C(C=CC(=C1Cl)F)Cl)OC2=C(N=CC(=C2)C3=CN(N=C3)C4CCNCC4)N. Cell line: UACC-257. Synergy scores: CSS=3.55, Synergy_ZIP=0.386, Synergy_Bliss=3.10, Synergy_Loewe=0.272, Synergy_HSA=0.776. (7) Drug 1: CN(C)C1=NC(=NC(=N1)N(C)C)N(C)C. Drug 2: CN1C(=O)N2C=NC(=C2N=N1)C(=O)N. Cell line: CCRF-CEM. Synergy scores: CSS=-7.42, Synergy_ZIP=4.78, Synergy_Bliss=1.65, Synergy_Loewe=-5.11, Synergy_HSA=-5.24.